Dataset: Catalyst prediction with 721,799 reactions and 888 catalyst types from USPTO. Task: Predict which catalyst facilitates the given reaction. Reactant: I[C:2]1[CH:7]=[CH:6][CH:5]=[C:4]([CH2:8][O:9][CH2:10][CH2:11][C:12]2[CH:17]=[CH:16][CH:15]=[CH:14][CH:13]=2)[CH:3]=1.[C:18]([O:22][C:23]([N:25]1[CH2:28][CH2:27][C@H:26]1[CH2:29][O:30][C:31]1[CH:32]=[N:33][CH:34]=[C:35]([Sn](C)(C)C)[CH:36]=1)=[O:24])([CH3:21])([CH3:20])[CH3:19].[F-].[Cs+]. Product: [C:18]([O:22][C:23]([N:25]1[CH2:28][CH2:27][C@H:26]1[CH2:29][O:30][C:31]1[CH:32]=[N:33][CH:34]=[C:35]([C:2]2[CH:7]=[CH:6][CH:5]=[C:4]([CH2:8][O:9][CH2:10][CH2:11][C:12]3[CH:17]=[CH:16][CH:15]=[CH:14][CH:13]=3)[CH:3]=2)[CH:36]=1)=[O:24])([CH3:21])([CH3:19])[CH3:20]. The catalyst class is: 555.